This data is from Full USPTO retrosynthesis dataset with 1.9M reactions from patents (1976-2016). The task is: Predict the reactants needed to synthesize the given product. (1) Given the product [Br:26][C:21]1[CH:20]=[C:19]([N:18]2[C:17](=[O:27])[O:16][N:15]=[C:14]2[C:10]2[C:9]([NH:8][CH2:7][CH2:6][NH:3][C:51](=[O:52])[O:53][C:54]([CH3:57])([CH3:56])[CH3:55])=[N:13][O:12][N:11]=2)[CH:24]=[CH:23][C:22]=1[F:25], predict the reactants needed to synthesize it. The reactants are: [I-].[Na+].[N:3]([CH2:6][CH2:7][NH:8][C:9]1[C:10]([C:14]2[N:18]([C:19]3[CH:24]=[CH:23][C:22]([F:25])=[C:21]([Br:26])[CH:20]=3)[C:17](=[O:27])[O:16][N:15]=2)=[N:11][O:12][N:13]=1)=[N+]=[N-].Cl[Si](C)(C)C.O.O.O.O.O.S([O-])([O-])(=O)=S.[Na+].[Na+].C(=O)([O-])[O-].[K+].[K+].[C:51](O[C:51]([O:53][C:54]([CH3:57])([CH3:56])[CH3:55])=[O:52])([O:53][C:54]([CH3:57])([CH3:56])[CH3:55])=[O:52]. (2) Given the product [C:1]([O:5][C:6]([N:8]1[CH2:19][CH:18]2[CH2:20][CH:10]([CH2:11][C:12]3[C:13](=[O:21])[N:14]([CH3:23])[CH:15]=[CH:16][C:17]=32)[CH2:9]1)=[O:7])([CH3:4])([CH3:2])[CH3:3], predict the reactants needed to synthesize it. The reactants are: [C:1]([O:5][C:6]([N:8]1[CH2:19][CH:18]2[CH2:20][CH:10]([CH2:11][C:12]3[C:13]([O:21]C)=[N:14][CH:15]=[CH:16][C:17]=32)[CH2:9]1)=[O:7])([CH3:4])([CH3:3])[CH3:2].[CH3:23]I.